From a dataset of Forward reaction prediction with 1.9M reactions from USPTO patents (1976-2016). Predict the product of the given reaction. Given the reactants C1N(P(Cl)(N2C(=O)OCC2)=O)C(=O)OC1.[CH3:16][O:17][C:18]1[CH:19]=[C:20](/[CH:30]=[CH:31]/[C:32]([OH:34])=O)[CH:21]=[CH:22][C:23]=1[N:24]1[CH:28]=[C:27]([CH3:29])[N:26]=[CH:25]1.[NH2:35][N:36]1[CH2:41][CH2:40][CH2:39][CH:38]([C:42]2[CH:47]=[CH:46][CH:45]=[CH:44][C:43]=2[Br:48])[C:37]1=[O:49].O, predict the reaction product. The product is: [Br:48][C:43]1[CH:44]=[CH:45][CH:46]=[CH:47][C:42]=1[CH:38]1[CH2:39][CH2:40][CH2:41][N:36]([NH:35][C:32](=[O:34])/[CH:31]=[CH:30]/[C:20]2[CH:21]=[CH:22][C:23]([N:24]3[CH:28]=[C:27]([CH3:29])[N:26]=[CH:25]3)=[C:18]([O:17][CH3:16])[CH:19]=2)[C:37]1=[O:49].